From a dataset of NCI-60 drug combinations with 297,098 pairs across 59 cell lines. Regression. Given two drug SMILES strings and cell line genomic features, predict the synergy score measuring deviation from expected non-interaction effect. (1) Drug 1: CC1=C(C=C(C=C1)NC(=O)C2=CC=C(C=C2)CN3CCN(CC3)C)NC4=NC=CC(=N4)C5=CN=CC=C5. Drug 2: COC1=C2C(=CC3=C1OC=C3)C=CC(=O)O2. Cell line: SF-268. Synergy scores: CSS=-9.82, Synergy_ZIP=4.48, Synergy_Bliss=2.41, Synergy_Loewe=-5.22, Synergy_HSA=-4.55. (2) Drug 1: C1CC(=O)NC(=O)C1N2C(=O)C3=CC=CC=C3C2=O. Drug 2: B(C(CC(C)C)NC(=O)C(CC1=CC=CC=C1)NC(=O)C2=NC=CN=C2)(O)O. Cell line: SN12C. Synergy scores: CSS=39.7, Synergy_ZIP=8.58, Synergy_Bliss=5.33, Synergy_Loewe=-68.7, Synergy_HSA=-6.49.